This data is from Catalyst prediction with 721,799 reactions and 888 catalyst types from USPTO. The task is: Predict which catalyst facilitates the given reaction. (1) Reactant: [C:1]([N:4]1[CH2:10][C:9]2[CH:11]=[C:12](/[CH:15]=[CH:16]/[C:17]([N:19]([CH3:31])[CH2:20][C:21]3[O:22][C:23]4[CH:30]=[CH:29][CH:28]=[CH:27][C:24]=4[C:25]=3[CH3:26])=[O:18])[CH:13]=[N:14][C:8]=2[NH:7][CH2:6][CH2:5]1)(=[O:3])[CH3:2].[ClH:32]. Product: [ClH:32].[C:1]([N:4]1[CH2:10][C:9]2[CH:11]=[C:12](/[CH:15]=[CH:16]/[C:17]([N:19]([CH3:31])[CH2:20][C:21]3[O:22][C:23]4[CH:30]=[CH:29][CH:28]=[CH:27][C:24]=4[C:25]=3[CH3:26])=[O:18])[CH:13]=[N:14][C:8]=2[NH:7][CH2:6][CH2:5]1)(=[O:3])[CH3:2]. The catalyst class is: 158. (2) Reactant: [CH3:1][N:2]1[C@@H:18]2[CH2:19][C:7]3[CH:8]=[CH:9][C:10]([O:22][CH3:23])=[C:11]4[O:12][C@H:13]5[C:14]([O:20]C)=[CH:15][CH:16]=[C:17]2[C@:5]5([C:6]=34)[CH2:4][CH2:3]1.C(O)=[O:25].OO.[OH-].[NH4+]. Product: [CH3:1][N:2]1[C@@H:18]2[CH2:19][C:7]3[CH:8]=[CH:9][C:10]([O:22][CH3:23])=[C:11]4[O:12][CH:13]5[C:14]([CH:15]=[CH:16][C@:17]2([OH:25])[C@:5]5([C:6]=34)[CH2:4][CH2:3]1)=[O:20]. The catalyst class is: 40. (3) Reactant: [CH2:1]([C:3]1[C:11]2[C:6](=[CH:7][CH:8]=[CH:9][C:10]=2[NH:12][C:13]([C:15]2[N:19]3[CH:20]=[CH:21][C:22]([C:24]([N:26]4[CH2:31][CH2:30][N:29](C(OC(C)(C)C)=O)[CH2:28][CH2:27]4)=[O:25])=[CH:23][C:18]3=[N:17][CH:16]=2)=[O:14])[N:5]([CH2:39][C:40]2[CH:45]=[CH:44][CH:43]=[C:42]([CH3:46])[N:41]=2)[N:4]=1)[CH3:2].[ClH:47]. Product: [ClH:47].[ClH:47].[CH2:1]([C:3]1[C:11]2[C:6](=[CH:7][CH:8]=[CH:9][C:10]=2[NH:12][C:13]([C:15]2[N:19]3[CH:20]=[CH:21][C:22]([C:24]([N:26]4[CH2:27][CH2:28][NH:29][CH2:30][CH2:31]4)=[O:25])=[CH:23][C:18]3=[N:17][CH:16]=2)=[O:14])[N:5]([CH2:39][C:40]2[CH:45]=[CH:44][CH:43]=[C:42]([CH3:46])[N:41]=2)[N:4]=1)[CH3:2]. The catalyst class is: 13.